This data is from Reaction yield outcomes from USPTO patents with 853,638 reactions. The task is: Predict the reaction yield, written as a fraction of the theoretical maximum amount of product (1.0 means a 100% yield; for example, 0.34 means a 34% yield). (1) The reactants are [C:1]1([C:7]2[NH:11][C:10]3[CH:12]=[CH:13][C:14]([S:16](Cl)(=[O:18])=[O:17])=[CH:15][C:9]=3[N:8]=2)[CH:6]=[CH:5][CH:4]=[CH:3][CH:2]=1.[Br:20][C:21]1[CH:27]=[CH:26][CH:25]=[CH:24][C:22]=1[NH2:23]. The catalyst is N1C=CC=CC=1.C(OCC)(=O)C. The product is [Br:20][C:21]1[CH:27]=[CH:26][CH:25]=[CH:24][C:22]=1[NH:23][S:16]([C:14]1[CH:13]=[CH:12][C:10]2[NH:11][C:7]([C:1]3[CH:6]=[CH:5][CH:4]=[CH:3][CH:2]=3)=[N:8][C:9]=2[CH:15]=1)(=[O:18])=[O:17]. The yield is 0.130. (2) The reactants are [O:1]=[C:2]1[NH:7][C:6]([C:8]2[CH:13]=[CH:12][C:11]([C:14]([F:17])([F:16])[F:15])=[CH:10][CH:9]=2)=[CH:5][N:4]2[C:18]([C:21]#N)=[CH:19][CH:20]=[C:3]12.[H-].C([Al+]CC(C)C)C(C)C.[C@H](O)(C([O-])=O)[C@@H](O)C([O-])=[O:36].[Na+].[K+]. The catalyst is C(Cl)Cl. The product is [O:1]=[C:2]1[NH:7][C:6]([C:8]2[CH:13]=[CH:12][C:11]([C:14]([F:15])([F:17])[F:16])=[CH:10][CH:9]=2)=[CH:5][N:4]2[C:18]([CH:21]=[O:36])=[CH:19][CH:20]=[C:3]12. The yield is 0.400. (3) The reactants are [OH:1][CH:2]1[CH2:7][CH2:6][N:5]([C:8]([C:10]2[S:14][C:13]([C:15]3[N:16]=[C:17]4[C:23]([C:24]([C:26]5([CH3:32])[CH2:31][CH2:30][CH2:29][CH2:28][CH2:27]5)=[O:25])=[CH:22][N:21](COCC[Si](C)(C)C)[C:18]4=[N:19][CH:20]=3)=[CH:12][CH:11]=2)=[O:9])[CH2:4][CH2:3]1.O.O.O.C([O-])(=O)C.[Na+]. The catalyst is ClCCl.FC(F)(F)C(O)=O. The product is [OH:1][CH:2]1[CH2:3][CH2:4][N:5]([C:8]([C:10]2[S:14][C:13]([C:15]3[N:16]=[C:17]4[C:23]([C:24]([C:26]5([CH3:32])[CH2:31][CH2:30][CH2:29][CH2:28][CH2:27]5)=[O:25])=[CH:22][NH:21][C:18]4=[N:19][CH:20]=3)=[CH:12][CH:11]=2)=[O:9])[CH2:6][CH2:7]1. The yield is 0.760. (4) The reactants are [Na].[H][H].Cl[C:5]1[N:10]=[N:9][C:8]([NH2:11])=[CH:7][CH:6]=1.[NH4+].[Cl-].[CH:14]1([OH:20])[CH2:19][CH2:18][CH2:17][CH2:16][CH2:15]1. The catalyst is CO. The product is [CH:14]1([O:20][C:5]2[N:10]=[N:9][C:8]([NH2:11])=[CH:7][CH:6]=2)[CH2:19][CH2:18][CH2:17][CH2:16][CH2:15]1. The yield is 0.820. (5) The reactants are [NH:1]([CH2:5][CH2:6][OH:7])[CH2:2][CH2:3][OH:4].[Br:8][C:9]1[S:13][C:12]([S:14](Cl)(=[O:16])=[O:15])=[CH:11][CH:10]=1.C(N(CC)CC)C. The catalyst is C1COCC1. The product is [OH:4][CH2:3][CH2:2][N:1]([CH2:5][CH2:6][OH:7])[S:14]([C:12]1[S:13][C:9]([Br:8])=[CH:10][CH:11]=1)(=[O:16])=[O:15]. The yield is 0.770.